This data is from Full USPTO retrosynthesis dataset with 1.9M reactions from patents (1976-2016). The task is: Predict the reactants needed to synthesize the given product. Given the product [NH2:10][C:7]1[CH:8]=[CH:9][C:4]([C:3]([N:2]([CH3:1])[CH2:14][CH2:15][CH3:16])=[O:13])=[CH:5][CH:6]=1, predict the reactants needed to synthesize it. The reactants are: [CH3:1][N:2]([CH2:14][CH2:15][CH3:16])[C:3](=[O:13])[C:4]1[CH:9]=[CH:8][C:7]([N+:10]([O-])=O)=[CH:6][CH:5]=1.